This data is from Peptide-MHC class II binding affinity with 134,281 pairs from IEDB. The task is: Regression. Given a peptide amino acid sequence and an MHC pseudo amino acid sequence, predict their binding affinity value. This is MHC class II binding data. The peptide sequence is ALWRVSAEEY. The binding affinity (normalized) is 0.492. The MHC is DRB1_1101 with pseudo-sequence DRB1_1101.